From a dataset of Full USPTO retrosynthesis dataset with 1.9M reactions from patents (1976-2016). Predict the reactants needed to synthesize the given product. (1) Given the product [CH3:39][O:38][N:37]=[CH:36][CH2:35][O:34][C:31]1[CH:30]=[CH:29][C:28]([CH2:27][C:21]2[CH:20]=[C:19]([C@H:8]3[C@H:9]([OH:15])[C@@H:10]([OH:11])[C@H:5]([OH:4])[C@@H:6]([CH2:40][OH:41])[O:7]3)[CH:24]=[CH:23][C:22]=2[C:25]#[N:26])=[CH:33][CH:32]=1, predict the reactants needed to synthesize it. The reactants are: C([O:4][C@H:5]1[C@H:10]([O:11]C(=O)C)[C@@H:9]([O:15]C(=O)C)[C@H:8]([C:19]2[CH:24]=[CH:23][C:22]([C:25]#[N:26])=[C:21]([CH2:27][C:28]3[CH:33]=[CH:32][C:31]([O:34][CH2:35][CH:36]=[N:37][O:38][CH3:39])=[CH:30][CH:29]=3)[CH:20]=2)[O:7][C@@H:6]1[CH2:40][O:41]C(=O)C)(=O)C.CO.O.O.[OH-].[Li+]. (2) The reactants are: [CH2:1]([O:3][C:4]1[CH:9]=[CH:8][C:7]([C:10]2[N:15]=[C:14]([C:16]#[N:17])[C:13]3[N:18]=[CH:19][NH:20][C:12]=3[CH:11]=2)=[CH:6][C:5]=1[C:21]([F:24])([F:23])[F:22])[CH3:2].Br[CH2:26][CH2:27][CH2:28][C:29]([O:31]C)=[O:30]. Given the product [C:16]([C:14]1[C:13]2[N:18]=[CH:19][N:20]([CH:28]([CH2:27][CH3:26])[C:29]([OH:31])=[O:30])[C:12]=2[CH:11]=[C:10]([C:7]2[CH:8]=[CH:9][C:4]([O:3][CH2:1][CH3:2])=[C:5]([C:21]([F:23])([F:24])[F:22])[CH:6]=2)[N:15]=1)#[N:17], predict the reactants needed to synthesize it.